Dataset: Catalyst prediction with 721,799 reactions and 888 catalyst types from USPTO. Task: Predict which catalyst facilitates the given reaction. (1) Reactant: C(N(CC)CC)C.Cl.[O:9]=[C:10]1[CH:15]([N:16]2[C:24](=[O:25])[C:23]3[C:18](=[CH:19][CH:20]=[CH:21][C:22]=3[CH2:26][NH:27][CH3:28])[C:17]2=[O:29])[CH2:14][CH2:13][C:12](=[O:30])[NH:11]1.[CH3:31][O:32][C:33]1[CH:34]=[C:35]([N:39]=[C:40]=[O:41])[CH:36]=[CH:37][CH:38]=1. Product: [O:9]=[C:10]1[CH:15]([N:16]2[C:24](=[O:25])[C:23]3[C:18](=[CH:19][CH:20]=[CH:21][C:22]=3[CH2:26][N:27]([CH3:28])[C:40]([NH:39][C:35]3[CH:36]=[CH:37][CH:38]=[C:33]([O:32][CH3:31])[CH:34]=3)=[O:41])[C:17]2=[O:29])[CH2:14][CH2:13][C:12](=[O:30])[NH:11]1. The catalyst class is: 1. (2) Reactant: [CH2:1]([O:8][C:9]1[CH:14]=[CH:13][C:12]([CH:15]2[CH2:20][CH2:19][N:18]([CH:21]3[CH2:25][CH2:24][N:23]([CH2:26][C:27]4[CH:32]=[CH:31][C:30]([CH3:33])=[CH:29][CH:28]=4)[C:22]3=[O:34])[CH2:17][CH:16]2O)=[CH:11][CH:10]=1)[C:2]1[CH:7]=[CH:6][CH:5]=[CH:4][CH:3]=1.CCN(S(F)(F)[F:42])CC. Product: [CH2:1]([O:8][C:9]1[CH:14]=[CH:13][C:12]([C@H:15]2[CH2:20][CH2:19][N:18]([CH:21]3[CH2:25][CH2:24][N:23]([CH2:26][C:27]4[CH:32]=[CH:31][C:30]([CH3:33])=[CH:29][CH:28]=4)[C:22]3=[O:34])[CH2:17][C@@H:16]2[F:42])=[CH:11][CH:10]=1)[C:2]1[CH:7]=[CH:6][CH:5]=[CH:4][CH:3]=1. The catalyst class is: 2. (3) Reactant: [Br:1][C:2]1[C:10]2[C:5](=[CH:6][C:7]([N+:21]([O-])=O)=[C:8]([CH2:11][NH:12][CH2:13][C:14]3[CH:19]=[CH:18][C:17]([F:20])=[CH:16][CH:15]=3)[CH:9]=2)[N:4]([C:24]([C:37]2[CH:42]=[CH:41][CH:40]=[CH:39][CH:38]=2)([C:31]2[CH:36]=[CH:35][CH:34]=[CH:33][CH:32]=2)[C:25]2[CH:30]=[CH:29][CH:28]=[CH:27][CH:26]=2)[N:3]=1. Product: [F:20][C:17]1[CH:16]=[CH:15][C:14]([CH2:13][NH:12][CH2:11][C:8]2[CH:9]=[C:10]3[C:5](=[CH:6][C:7]=2[NH2:21])[N:4]([C:24]([C:25]2[CH:26]=[CH:27][CH:28]=[CH:29][CH:30]=2)([C:31]2[CH:36]=[CH:35][CH:34]=[CH:33][CH:32]=2)[C:37]2[CH:42]=[CH:41][CH:40]=[CH:39][CH:38]=2)[N:3]=[C:2]3[Br:1])=[CH:19][CH:18]=1. The catalyst class is: 401.